Dataset: Full USPTO retrosynthesis dataset with 1.9M reactions from patents (1976-2016). Task: Predict the reactants needed to synthesize the given product. (1) Given the product [CH3:28][O:27][C:24]1[CH:23]=[CH:22][C:21]([CH:12]([C:13]2[CH:14]=[CH:15][C:16]([O:19][CH3:20])=[CH:17][CH:18]=2)[CH2:11][C@@H:10]([NH2:9])[CH3:29])=[CH:26][CH:25]=1, predict the reactants needed to synthesize it. The reactants are: Cl.C([NH:9][C@@H:10]([CH3:29])[CH2:11][CH:12]([C:21]1[CH:26]=[CH:25][C:24]([O:27][CH3:28])=[CH:23][CH:22]=1)[C:13]1[CH:18]=[CH:17][C:16]([O:19][CH3:20])=[CH:15][CH:14]=1)C1C=CC=CC=1.C(=O)(O)[O-].[Na+]. (2) Given the product [NH2:21][C:19]1[NH:18][CH:2]=[C:3]([C:5]2[CH:14]=[CH:13][C:8]([C:9]([O:11][CH3:12])=[O:10])=[CH:7][CH:6]=2)[N:20]=1, predict the reactants needed to synthesize it. The reactants are: Br[CH2:2][C:3]([C:5]1[CH:14]=[CH:13][C:8]([C:9]([O:11][CH3:12])=[O:10])=[CH:7][CH:6]=1)=O.C([NH:18][C:19]([NH2:21])=[NH:20])(=O)C. (3) Given the product [Cl:1][C:2]1[CH:41]=[C:40]([O:42][C:43]([F:46])([F:44])[F:45])[CH:39]=[CH:38][C:3]=1[CH2:4][NH:5][C:6]([C:8]1[C:17](=[O:18])[C:16]2[C:11](=[C:12]([O:31][CH3:32])[C:13]([N:20]3[CH2:21][CH2:22][CH:23]([C:26]([OH:28])=[O:27])[CH2:24][CH2:25]3)=[C:14]([F:19])[CH:15]=2)[N:10]([CH2:33][C:34]([F:37])([F:36])[F:35])[CH:9]=1)=[O:7], predict the reactants needed to synthesize it. The reactants are: [Cl:1][C:2]1[CH:41]=[C:40]([O:42][C:43]([F:46])([F:45])[F:44])[CH:39]=[CH:38][C:3]=1[CH2:4][NH:5][C:6]([C:8]1[C:17](=[O:18])[C:16]2[C:11](=[C:12]([O:31][CH3:32])[C:13]([N:20]3[CH2:25][CH2:24][CH:23]([C:26]([O:28]CC)=[O:27])[CH2:22][CH2:21]3)=[C:14]([F:19])[CH:15]=2)[N:10]([CH2:33][C:34]([F:37])([F:36])[F:35])[CH:9]=1)=[O:7].[OH-].[Li+].Cl.CS(C)=O. (4) Given the product [OH:3][CH:1]([C:4]1[CH:5]=[CH:6][C:7]([S:10]([NH:13][C:14]2[N:18]([C:19]3[CH:24]=[CH:23][CH:22]=[CH:21][N:20]=3)[N:17]=[CH:16][CH:15]=2)(=[O:12])=[O:11])=[CH:8][CH:9]=1)[CH3:2], predict the reactants needed to synthesize it. The reactants are: [C:1]([C:4]1[CH:9]=[CH:8][C:7]([S:10]([NH:13][C:14]2[N:18]([C:19]3[CH:24]=[CH:23][CH:22]=[CH:21][N:20]=3)[N:17]=[CH:16][CH:15]=2)(=[O:12])=[O:11])=[CH:6][CH:5]=1)(=[O:3])[CH3:2].[BH4-].[Na+].CO.C([O-])([O-])=O.[Na+].[Na+]. (5) Given the product [NH2:1][C:2]1[CH:7]=[C:6]([B:18]2[O:22][C:21]([CH3:24])([CH3:23])[C:20]([CH3:26])([CH3:25])[O:19]2)[CH:5]=[CH:4][C:3]=1[N:9]1[CH2:14][CH2:13][N:12]([C:15](=[O:17])[CH3:16])[CH2:11][CH2:10]1, predict the reactants needed to synthesize it. The reactants are: [NH2:1][C:2]1[CH:7]=[C:6](Br)[CH:5]=[CH:4][C:3]=1[N:9]1[CH2:14][CH2:13][N:12]([C:15](=[O:17])[CH3:16])[CH2:11][CH2:10]1.[B:18]1([B:18]2[O:22][C:21]([CH3:24])([CH3:23])[C:20]([CH3:26])([CH3:25])[O:19]2)[O:22][C:21]([CH3:24])([CH3:23])[C:20]([CH3:26])([CH3:25])[O:19]1.CC([O-])=O.[K+].C(Cl)Cl. (6) Given the product [ClH:47].[NH2:7][C:8]([CH3:10])([CH3:9])[C:11]([NH:12][C@H:13]([CH2:36][O:37][CH2:38][C:39]1[CH:40]=[CH:41][CH:42]=[CH:43][CH:44]=1)[C:14]([N:16]1[CH2:21][CH2:20][N:19]2[C:22](=[O:26])[N:23]([CH3:25])[CH2:24][C@:18]2([CH2:27][C:28]2[CH:33]=[CH:32][C:31]([F:34])=[CH:30][C:29]=2[F:35])[CH2:17]1)=[O:15])=[O:45], predict the reactants needed to synthesize it. The reactants are: C(OC(=O)[NH:7][C:8]([C:11](=[O:45])[NH:12][C@H:13]([CH2:36][O:37][CH2:38][C:39]1[CH:44]=[CH:43][CH:42]=[CH:41][CH:40]=1)[C:14]([N:16]1[CH2:21][CH2:20][N:19]2[C:22](=[O:26])[N:23]([CH3:25])[CH2:24][C@:18]2([CH2:27][C:28]2[CH:33]=[CH:32][C:31]([F:34])=[CH:30][C:29]=2[F:35])[CH2:17]1)=[O:15])([CH3:10])[CH3:9])(C)(C)C.[ClH:47].